Predict which catalyst facilitates the given reaction. From a dataset of Catalyst prediction with 721,799 reactions and 888 catalyst types from USPTO. (1) Reactant: [CH3:1][C:2]([CH3:53])([CH3:52])[CH2:3][C:4]([NH:6][C:7]1[CH:12]=[CH:11][CH:10]=[C:9]([C:13]2[C:21]3[C:16](=[CH:17][CH:18]=[C:19]([C:22]4[N:26]=[CH:25][N:24](C(C5C=CC=CC=5)(C5C=CC=CC=5)C5C=CC=CC=5)[N:23]=4)[CH:20]=3)[N:15](C3CCCCO3)[N:14]=2)[CH:8]=1)=[O:5]. Product: [NH:24]1[CH:25]=[N:26][C:22]([C:19]2[CH:20]=[C:21]3[C:16](=[CH:17][CH:18]=2)[NH:15][N:14]=[C:13]3[C:9]2[CH:8]=[C:7]([NH:6][C:4](=[O:5])[CH2:3][C:2]([CH3:52])([CH3:1])[CH3:53])[CH:12]=[CH:11][CH:10]=2)=[N:23]1. The catalyst class is: 89. (2) Reactant: [C:1]([O:4][CH:5]([C@@H:8]1[CH2:12][C@H:11](OS(C(F)(F)F)(=O)=O)[C@H:10]([N:21]2[C:25]3[N:26]=[C:27]([NH2:31])[NH:28][C:29](=[O:30])[C:24]=3[S:23][C:22]2=[O:32])[O:9]1)[CH2:6][CH3:7])(=[O:3])[CH3:2].[CH3:33][S-:34].[Na+]. Product: [C:1]([O:4][CH:5]([C@@H:8]1[CH2:12][C@@H:11]([S:34][CH3:33])[C@H:10]([N:21]2[C:25]3[N:26]=[C:27]([NH2:31])[NH:28][C:29](=[O:30])[C:24]=3[S:23][C:22]2=[O:32])[O:9]1)[CH2:6][CH3:7])(=[O:3])[CH3:2]. The catalyst class is: 31.